From a dataset of Full USPTO retrosynthesis dataset with 1.9M reactions from patents (1976-2016). Predict the reactants needed to synthesize the given product. (1) The reactants are: [F:1][C:2]1[CH:3]=[C:4]([N:18]2[CH2:22][C@H:21]([CH2:23][NH:24][C:25](=[O:27])[CH3:26])[O:20][C:19]2=[O:28])[CH:5]=[CH:6][C:7]=1[N:8]1[CH2:13][CH2:12][N:11]([C:14](=[O:17])[CH2:15][OH:16])[CH2:10][CH2:9]1.C1C=C([O:35]O)C(C(O)=O)=C(C(O)=O)C=1. Given the product [F:1][C:2]1[CH:3]=[C:4]([N:18]2[CH2:22][C@@H:21]([CH2:23][NH+:24]([O-:35])[C:25](=[O:27])[CH3:26])[O:20][C:19]2=[O:28])[CH:5]=[CH:6][C:7]=1[N:8]1[CH2:13][CH2:12][N:11]([C:14](=[O:17])[CH2:15][OH:16])[CH2:10][CH2:9]1, predict the reactants needed to synthesize it. (2) The reactants are: [Li+].CC([N-]C(C)C)C.[Br:9][C:10]1[CH:11]=[N:12][CH:13]=[C:14]([F:16])[CH:15]=1.[Cl:17][CH2:18][CH2:19][CH2:20]I. Given the product [Br:9][C:10]1[CH:11]=[N:12][CH:13]=[C:14]([F:16])[C:15]=1[CH2:20][CH2:19][CH2:18][Cl:17], predict the reactants needed to synthesize it.